This data is from Forward reaction prediction with 1.9M reactions from USPTO patents (1976-2016). The task is: Predict the product of the given reaction. (1) Given the reactants C1C=CC(P(C2C(C3C(P(C4C=CC=CC=4)C4C=CC=CC=4)=CC=C4C=3C=CC=C4)=C3C(C=CC=C3)=CC=2)C2C=CC=CC=2)=CC=1.[CH2:47]1[C:51]2([CH2:56][CH2:55][NH:54][CH2:53][CH2:52]2)[CH2:50][CH2:49][N:48]1[C:57]([O:59][C:60]([CH3:63])([CH3:62])[CH3:61])=[O:58].Cl.Br[C:66]1[CH:71]=[CH:70][N:69]=[CH:68][CH:67]=1, predict the reaction product. The product is: [C:60]([O:59][C:57]([N:48]1[CH2:49][CH2:50][C:51]2([CH2:52][CH2:53][N:54]([C:66]3[CH:71]=[CH:70][N:69]=[CH:68][CH:67]=3)[CH2:55][CH2:56]2)[CH2:47]1)=[O:58])([CH3:63])([CH3:62])[CH3:61]. (2) Given the reactants [CH3:1][O:2][C:3]1[CH:4]=[C:5]([NH:15][C:16]([NH2:18])=[S:17])[CH:6]=[CH:7][C:8]=1[N:9]1[CH:13]=[C:12]([CH3:14])[N:11]=[CH:10]1.Br.BrC1[C:26](=O)[CH:25]([C:28]2[CH:33]=[CH:32][CH:31]=[CH:30][C:29]=2[Cl:34])[CH2:24][CH2:23][CH2:22]1.C([N:38]([CH2:42][CH3:43])C(C)C)(C)C, predict the reaction product. The product is: [CH2:42]([N:38]1[CH2:26][CH:25]([C:28]2[CH:33]=[CH:32][CH:31]=[CH:30][C:29]=2[Cl:34])[C:24]2[N:18]=[C:16]([NH:15][C:5]3[CH:6]=[CH:7][C:8]([N:9]4[CH:13]=[C:12]([CH3:14])[N:11]=[CH:10]4)=[C:3]([O:2][CH3:1])[CH:4]=3)[S:17][C:23]=2[CH2:22]1)[C:43]1[CH:5]=[CH:4][CH:3]=[CH:8][CH:7]=1. (3) The product is: [CH3:1][C:2]([CH2:15][CH2:16][CH2:17][CH:18]([CH3:30])[CH2:19][CH2:20][CH2:21][CH:22]([CH3:29])[CH2:23][CH2:24][CH2:25][CH:26]([CH3:28])[CH3:27])=[CH:3][CH2:4][CH2:5][CH2:6][O:7][CH2:8][C@@H:9]([C@@H:11]([CH2:13][OH:14])[OH:12])[OH:10].[OH2:7]. Given the reactants [CH3:1][C:2]([CH2:15][CH2:16][CH2:17][CH:18]([CH3:30])[CH2:19][CH2:20][CH2:21][CH:22]([CH3:29])[CH2:23][CH2:24][CH2:25][CH:26]([CH3:28])[CH3:27])=[CH:3][CH2:4][CH2:5][CH2:6][O:7][CH2:8][C@@H:9]([C@@H:11]([CH2:13][OH:14])[OH:12])[OH:10], predict the reaction product. (4) Given the reactants F[C:2]1[C:7]([F:8])=[C:6]([F:9])[CH:5]=[C:4]([F:10])[C:3]=1[N+:11]([O-:13])=[O:12].[NH3:14].O1CCOCC1, predict the reaction product. The product is: [F:8][C:7]1[C:6]([F:9])=[CH:5][C:4]([F:10])=[C:3]([N+:11]([O-:13])=[O:12])[C:2]=1[NH2:14]. (5) Given the reactants [N+:1]([C:4]1[CH:5]=[CH:6][C:7]([C:10]([OH:12])=[O:11])=[N:8][CH:9]=1)([O-:3])=[O:2].S(=O)(=O)(O)O.[C:18](=O)([O-])[O-].[Na+].[Na+], predict the reaction product. The product is: [N+:1]([C:4]1[CH:5]=[CH:6][C:7]([C:10]([O:12][CH3:18])=[O:11])=[N:8][CH:9]=1)([O-:3])=[O:2]. (6) Given the reactants C([O:8][C:9](=[O:31])[C@@H:10]([NH:18][C:19](=[O:30])[C@@H:20]([NH:22][C:23]([O:25][C:26]([CH3:29])([CH3:28])[CH3:27])=[O:24])[CH3:21])[CH2:11][C:12]1[CH:17]=[CH:16][CH:15]=[CH:14][CH:13]=1)C1C=CC=CC=1, predict the reaction product. The product is: [C:26]([O:25][C:23]([NH:22][C@@H:20]([CH3:21])[C:19]([NH:18][C@@H:10]([CH2:11][C:12]1[CH:13]=[CH:14][CH:15]=[CH:16][CH:17]=1)[C:9]([OH:31])=[O:8])=[O:30])=[O:24])([CH3:29])([CH3:27])[CH3:28]. (7) The product is: [Cl:14][C:15]1[N:20]=[C:19]([Cl:21])[CH:18]=[C:17]([C:3]2[C:4]([F:8])=[CH:5][CH:6]=[CH:7][C:2]=2[Cl:1])[N:16]=1. Given the reactants [Cl:1][C:2]1[CH:7]=[CH:6][CH:5]=[C:4]([F:8])[CH:3]=1.[Li]CCCC.[Cl:14][C:15]1[N:20]=[C:19]([Cl:21])[CH:18]=[CH:17][N:16]=1.C(C1C(=O)C(Cl)=C(Cl)C(=O)C=1C#N)#N, predict the reaction product.